Dataset: Peptide-MHC class II binding affinity with 134,281 pairs from IEDB. Task: Regression. Given a peptide amino acid sequence and an MHC pseudo amino acid sequence, predict their binding affinity value. This is MHC class II binding data. (1) The peptide sequence is EKKYFAATQFEPLHA. The MHC is HLA-DPA10301-DPB10402 with pseudo-sequence HLA-DPA10301-DPB10402. The binding affinity (normalized) is 0.979. (2) The peptide sequence is FLLSYGEKDFEDYRF. The MHC is DRB1_0405 with pseudo-sequence DRB1_0405. The binding affinity (normalized) is 0.412. (3) The peptide sequence is LEVLNFDFQANAQLS. The MHC is DRB1_1501 with pseudo-sequence DRB1_1501. The binding affinity (normalized) is 0.490. (4) The binding affinity (normalized) is 0.641. The peptide sequence is ESKYFAATQFEPLAA. The MHC is HLA-DPA10201-DPB11401 with pseudo-sequence HLA-DPA10201-DPB11401. (5) The peptide sequence is VAPIEHIASMRRNYF. The MHC is DRB1_0405 with pseudo-sequence DRB1_0405. The binding affinity (normalized) is 0.173. (6) The peptide sequence is AGKATTEEQKLIEKI. The MHC is DRB1_1602 with pseudo-sequence DRB1_1602. The binding affinity (normalized) is 0.0532. (7) The peptide sequence is YHFDLSGHAFGAMAK. The MHC is HLA-DQA10401-DQB10402 with pseudo-sequence HLA-DQA10401-DQB10402. The binding affinity (normalized) is 0.0579. (8) The peptide sequence is LMVVVIPEPGQQRSI. The MHC is DRB3_0301 with pseudo-sequence DRB3_0301. The binding affinity (normalized) is 0.459.